This data is from NCI-60 drug combinations with 297,098 pairs across 59 cell lines. The task is: Regression. Given two drug SMILES strings and cell line genomic features, predict the synergy score measuring deviation from expected non-interaction effect. (1) Synergy scores: CSS=7.35, Synergy_ZIP=-0.360, Synergy_Bliss=3.63, Synergy_Loewe=3.30, Synergy_HSA=2.80. Cell line: UACC62. Drug 2: CCC(=C(C1=CC=CC=C1)C2=CC=C(C=C2)OCCN(C)C)C3=CC=CC=C3.C(C(=O)O)C(CC(=O)O)(C(=O)O)O. Drug 1: CS(=O)(=O)C1=CC(=C(C=C1)C(=O)NC2=CC(=C(C=C2)Cl)C3=CC=CC=N3)Cl. (2) Synergy scores: CSS=7.56, Synergy_ZIP=0.0321, Synergy_Bliss=0.233, Synergy_Loewe=3.90, Synergy_HSA=1.13. Drug 1: C1CC(C1)(C(=O)O)C(=O)O.[NH2-].[NH2-].[Pt+2]. Cell line: SNB-19. Drug 2: CCC1(CC2CC(C3=C(CCN(C2)C1)C4=CC=CC=C4N3)(C5=C(C=C6C(=C5)C78CCN9C7C(C=CC9)(C(C(C8N6C)(C(=O)OC)O)OC(=O)C)CC)OC)C(=O)OC)O.OS(=O)(=O)O. (3) Drug 1: CC1OCC2C(O1)C(C(C(O2)OC3C4COC(=O)C4C(C5=CC6=C(C=C35)OCO6)C7=CC(=C(C(=C7)OC)O)OC)O)O. Drug 2: CC1=C2C(C(=O)C3(C(CC4C(C3C(C(C2(C)C)(CC1OC(=O)C(C(C5=CC=CC=C5)NC(=O)C6=CC=CC=C6)O)O)OC(=O)C7=CC=CC=C7)(CO4)OC(=O)C)O)C)OC(=O)C. Cell line: SK-MEL-28. Synergy scores: CSS=21.1, Synergy_ZIP=-2.11, Synergy_Bliss=1.37, Synergy_Loewe=-1.86, Synergy_HSA=3.47. (4) Drug 1: CC1C(C(CC(O1)OC2CC(CC3=C2C(=C4C(=C3O)C(=O)C5=C(C4=O)C(=CC=C5)OC)O)(C(=O)CO)O)N)O.Cl. Drug 2: B(C(CC(C)C)NC(=O)C(CC1=CC=CC=C1)NC(=O)C2=NC=CN=C2)(O)O. Cell line: DU-145. Synergy scores: CSS=28.0, Synergy_ZIP=-1.23, Synergy_Bliss=-2.70, Synergy_Loewe=-19.4, Synergy_HSA=-2.70.